This data is from Cav3 T-type calcium channel HTS with 100,875 compounds. The task is: Binary Classification. Given a drug SMILES string, predict its activity (active/inactive) in a high-throughput screening assay against a specified biological target. (1) The molecule is S(CCOc1cc(ccc1)C)c1n(N)c(nn1)c1ccc(OC)cc1. The result is 0 (inactive). (2) The compound is Fc1ccc(C2Cc3[nH]c(c(c3C(=O)C2)C)C(OCCOC)=O)cc1. The result is 0 (inactive). (3) The molecule is ClC(P(=O)(N1CCCCC1)N1CCCCC1)C=O. The result is 0 (inactive). (4) The compound is [O-][N+](=O)c1c2c(nc(cc2Nc2ccccc2)C)c(c(c1)C)C. The result is 0 (inactive). (5) The drug is s1c(CN2CCN(CC2)C(OCC)=O)ccc1. The result is 0 (inactive). (6) The molecule is Fc1c(N2CCN(CC2)c2[nH]c3c(c(c2)C)ccc(=O)c3)cccc1. The result is 0 (inactive).